From a dataset of Reaction yield outcomes from USPTO patents with 853,638 reactions. Predict the reaction yield, written as a fraction of the theoretical maximum amount of product (1.0 means a 100% yield; for example, 0.34 means a 34% yield). (1) The reactants are [CH3:1][NH:2][CH2:3][CH3:4].[C:5]([C:9]1[CH:10]=[C:11]([C:20]2[O:21][C:22]([CH3:36])=[C:23]([CH2:25][CH2:26][O:27][C:28]3[CH:33]=[CH:32][C:31]([CH:34]=O)=[CH:30][CH:29]=3)[N:24]=2)[CH:12]=[C:13]([C:16]([CH3:19])([CH3:18])[CH3:17])[C:14]=1[OH:15])([CH3:8])([CH3:7])[CH3:6].[BH4-].[Na+].N.C(Cl)[Cl:41]. The catalyst is C(O)C. The product is [OH2:15].[ClH:41].[C:16]([C:13]1[CH:12]=[C:11]([C:20]2[O:21][C:22]([CH3:36])=[C:23]([CH2:25][CH2:26][O:27][C:28]3[CH:29]=[CH:30][C:31]([CH3:34])=[CH:32][C:33]=3[CH2:1][NH:2][CH2:3][CH3:4])[N:24]=2)[CH:10]=[C:9]([C:5]([CH3:6])([CH3:8])[CH3:7])[C:14]=1[OH:15])([CH3:18])([CH3:19])[CH3:17]. The yield is 0.630. (2) The reactants are [N:1]1([C:6]2[CH:11]=[CH:10][C:9]([CH:12]([O:16][CH3:17])[C:13]([O-:15])=[O:14])=[CH:8][CH:7]=2)[CH:5]=[CH:4][CH:3]=[N:2]1.[K+].S(=O)(=O)(O)O.O.[C:25]([O-])(O)=O.[Na+]. The catalyst is CO. The product is [N:1]1([C:6]2[CH:7]=[CH:8][C:9]([CH:12]([O:16][CH3:17])[C:13]([O:15][CH3:25])=[O:14])=[CH:10][CH:11]=2)[CH:5]=[CH:4][CH:3]=[N:2]1. The yield is 0.470. (3) The reactants are Br[C:2]1[CH:3]=[CH:4][C:5]2[O:14][C:13]3[CH2:12][CH2:11][N:10]([C:15]([O:17][C:18]([CH3:21])([CH3:20])[CH3:19])=[O:16])[CH2:9][C:8]=3[C:6]=2[CH:7]=1.[CH3:22][O:23][C:24]1[CH:29]=[CH:28][C:27]([S:30]([O-:32])=[O:31])=[CH:26][CH:25]=1.[Na+]. The yield is 0.410. The product is [CH3:22][O:23][C:24]1[CH:25]=[CH:26][C:27]([S:30]([C:2]2[CH:3]=[CH:4][C:5]3[O:14][C:13]4[CH2:12][CH2:11][N:10]([C:15]([O:17][C:18]([CH3:21])([CH3:20])[CH3:19])=[O:16])[CH2:9][C:8]=4[C:6]=3[CH:7]=2)(=[O:32])=[O:31])=[CH:28][CH:29]=1. No catalyst specified.